Dataset: Forward reaction prediction with 1.9M reactions from USPTO patents (1976-2016). Task: Predict the product of the given reaction. (1) The product is: [OH:35][C:29]([CH2:30][OH:31])([CH2:36][OH:37])[CH2:28][CH2:27][C:24]1[CH:25]=[CH:26][C:21]([C@H:9]2[N:10]([C:13]3[CH:18]=[CH:17][C:16]([CH2:19][CH2:20][C:49]4[N:53]=[C:52]([CH2:54][OH:55])[NH:51][N:50]=4)=[CH:15][CH:14]=3)[C:11](=[O:12])[C@@H:8]2[CH2:7][CH2:6][C@@H:5]([C:41]2[CH:46]=[CH:45][C:44]([F:47])=[CH:43][CH:42]=2)[OH:4])=[CH:22][CH:23]=1. Given the reactants C([O:4][C@H:5]([C:41]1[CH:46]=[CH:45][C:44]([F:47])=[CH:43][CH:42]=1)[CH2:6][CH2:7][C@H:8]1[C:11](=[O:12])[N:10]([C:13]2[CH:18]=[CH:17][C:16]([C:19]#[CH:20])=[CH:15][CH:14]=2)[C@@H:9]1[C:21]1[CH:26]=[CH:25][C:24]([C:27]#[C:28][C:29]([CH2:36][O:37]C(=O)C)([OH:35])[CH2:30][O:31]C(=O)C)=[CH:23][CH:22]=1)(=O)C.I[C:49]1[N:53]=[C:52]([CH2:54][OH:55])[N:51](C(C2C=CC=CC=2)(C2C=CC=CC=2)C2C=CC=CC=2)[N:50]=1, predict the reaction product. (2) Given the reactants [Cl:1][C:2]1[CH:6]=[CH:5][S:4][C:3]=1[C:7]1[N:8]=[C:9]([NH2:12])[S:10][CH:11]=1.[Cl:13][C:14]1[CH:19]=[C:18]([Cl:20])[CH:17]=[C:16]([Cl:21])[C:15]=1[S:22](Cl)(=[O:24])=[O:23], predict the reaction product. The product is: [Cl:13][C:14]1[CH:19]=[C:18]([Cl:20])[CH:17]=[C:16]([Cl:21])[C:15]=1[S:22]([NH:12][C:9]1[S:10][CH:11]=[C:7]([C:3]2[S:4][CH:5]=[CH:6][C:2]=2[Cl:1])[N:8]=1)(=[O:24])=[O:23]. (3) The product is: [CH3:9][O:10][C:2]1[CH:7]=[C:6]([O:13][CH3:12])[N:5]=[CH:4][N:3]=1. Given the reactants Cl[C:2]1[CH:7]=[C:6](Cl)[N:5]=[CH:4][N:3]=1.[CH3:9][O-:10].[Na+].[CH3:12][OH:13], predict the reaction product. (4) Given the reactants [F:1][CH2:2][CH2:3][NH2:4].[C:5]([C:8]1[C:9]([C:29]([F:32])([F:31])[F:30])=[N:10][N:11]([CH2:13][C:14]([NH:16][C:17]2[S:21][C:20]3[CH2:22][CH2:23][CH2:24][CH2:25][C:19]=3[C:18]=2[C:26]([NH2:28])=[O:27])=[O:15])[CH:12]=1)(=O)[CH3:6].C([BH3-])#N.[Na+], predict the reaction product. The product is: [F:1][CH2:2][CH2:3][NH:4][CH:5]([C:8]1[C:9]([C:29]([F:31])([F:32])[F:30])=[N:10][N:11]([CH2:13][C:14]([NH:16][C:17]2[S:21][C:20]3[CH2:22][CH2:23][CH2:24][CH2:25][C:19]=3[C:18]=2[C:26]([NH2:28])=[O:27])=[O:15])[CH:12]=1)[CH3:6]. (5) Given the reactants Cl[C:2]1[C:11]2=[N:12][N:13](CC3C=CC(OC)=CC=3)[CH:14]=[C:10]2[C:9]2[CH:8]=[C:7]([O:24][CH3:25])[CH:6]=[CH:5][C:4]=2[N:3]=1.[N:26]1[N:27]([C:31]2[CH:37]=[CH:36][C:34]([NH2:35])=[CH:33][CH:32]=2)[N:28]=[CH:29][CH:30]=1.Cl, predict the reaction product. The product is: [N:26]1[N:27]([C:31]2[CH:32]=[CH:33][C:34]([NH:35][C:2]3[C:11]4=[N:12][NH:13][CH:14]=[C:10]4[C:9]4[CH:8]=[C:7]([O:24][CH3:25])[CH:6]=[CH:5][C:4]=4[N:3]=3)=[CH:36][CH:37]=2)[N:28]=[CH:29][CH:30]=1. (6) Given the reactants [CH2:1]([O:3][C:4](=[O:28])[CH2:5][C:6]1[CH:11]=[CH:10][C:9]([O:12][CH3:13])=[C:8]([O:14][C:15]2[CH:20]=[CH:19][C:18]([NH2:21])=[CH:17][C:16]=2[CH2:22][S:23][C:24]([CH3:27])([CH3:26])[CH3:25])[CH:7]=1)[CH3:2].[F:29][C:30]1[CH:31]=[C:32]([CH:36]=[C:37]([F:39])[CH:38]=1)[C:33](Cl)=[O:34], predict the reaction product. The product is: [CH2:1]([O:3][C:4](=[O:28])[CH2:5][C:6]1[CH:11]=[CH:10][C:9]([O:12][CH3:13])=[C:8]([O:14][C:15]2[CH:20]=[CH:19][C:18]([NH:21][C:33](=[O:34])[C:32]3[CH:31]=[C:30]([F:29])[CH:38]=[C:37]([F:39])[CH:36]=3)=[CH:17][C:16]=2[CH2:22][S:23][C:24]([CH3:27])([CH3:26])[CH3:25])[CH:7]=1)[CH3:2]. (7) Given the reactants Br[C:2]1[CH:8]=[CH:7][C:5]([NH2:6])=[C:4]([F:9])[CH:3]=1.[Cl:10][C:11]1[CH:16]=[CH:15][C:14]([O:17][CH3:18])=[CH:13][C:12]=1B(O)O, predict the reaction product. The product is: [Cl:10][C:11]1[CH:16]=[CH:15][C:14]([O:17][CH3:18])=[CH:13][C:12]=1[C:2]1[CH:8]=[CH:7][C:5]([NH2:6])=[C:4]([F:9])[CH:3]=1.